From a dataset of P-glycoprotein inhibition data for predicting drug efflux from Broccatelli et al.. Regression/Classification. Given a drug SMILES string, predict its absorption, distribution, metabolism, or excretion properties. Task type varies by dataset: regression for continuous measurements (e.g., permeability, clearance, half-life) or binary classification for categorical outcomes (e.g., BBB penetration, CYP inhibition). Dataset: pgp_broccatelli. (1) The drug is COc1cccc(CCc2ccccc2OCCCN2CCN(c3cccc(C(F)(F)F)c3)CC2)c1. The result is 1 (inhibitor). (2) The molecule is CCN(CC)CCOC(=O)[C@@H](c1ccccc1)C1CCCCC1. The result is 0 (non-inhibitor).